From a dataset of Reaction yield outcomes from USPTO patents with 853,638 reactions. Predict the reaction yield, written as a fraction of the theoretical maximum amount of product (1.0 means a 100% yield; for example, 0.34 means a 34% yield). The reactants are [Cl:1][C:2]1[N:7]=[C:6]([NH2:8])[C:5]([CH3:9])=[CH:4][N:3]=1.[C:10]([C:14]1[CH:19]=[CH:18][CH:17]=[C:16](Br)[CH:15]=1)([CH3:13])([CH3:12])[CH3:11].CC1(C)C2C(=C(P(C3C=CC=CC=3)C3C=CC=CC=3)C=CC=2)OC2C(P(C3C=CC=CC=3)C3C=CC=CC=3)=CC=CC1=2.C(=O)([O-])[O-].[Cs+].[Cs+]. The catalyst is O1CCOCC1.C1C=CC(/C=C/C(/C=C/C2C=CC=CC=2)=O)=CC=1.C1C=CC(/C=C/C(/C=C/C2C=CC=CC=2)=O)=CC=1.C1C=CC(/C=C/C(/C=C/C2C=CC=CC=2)=O)=CC=1.[Pd].[Pd]. The product is [C:10]([C:14]1[CH:15]=[C:16]([NH:8][C:6]2[C:5]([CH3:9])=[CH:4][N:3]=[C:2]([Cl:1])[N:7]=2)[CH:17]=[CH:18][CH:19]=1)([CH3:13])([CH3:12])[CH3:11]. The yield is 0.990.